Dataset: Forward reaction prediction with 1.9M reactions from USPTO patents (1976-2016). Task: Predict the product of the given reaction. Given the reactants OCCCCCCCCN[C:11]([C:13]1[CH:14]=[C:15]([S:19]([C:22]2[CH:23]=[C:24]3[C:29](=[C:30]([CH3:32])[CH:31]=2)[N:28]=[CH:27][C:26]([C:33]([NH2:35])=[O:34])=[C:25]3[NH:36][C:37]2[CH:42]=[CH:41][CH:40]=[C:39]([O:43][CH3:44])[CH:38]=2)(=[O:21])=[O:20])[CH:16]=[CH:17][CH:18]=1)=[O:12].[NH2:45][C:46]1[CH:47]=[C:48]([C:52]2[CH:57]=[CH:56][C:55]([CH2:58][CH2:59][CH2:60][C:61]([O:63][CH3:64])=[O:62])=[CH:54][CH:53]=2)[CH:49]=[CH:50][CH:51]=1, predict the reaction product. The product is: [C:33]([C:26]1[CH:27]=[N:28][C:29]2[C:24]([C:25]=1[NH:36][C:37]1[CH:42]=[CH:41][CH:40]=[C:39]([O:43][CH3:44])[CH:38]=1)=[CH:23][C:22]([S:19]([C:15]1[CH:14]=[C:13]([CH:18]=[CH:17][CH:16]=1)[C:11]([NH:45][C:46]1[CH:47]=[C:48]([C:52]3[CH:57]=[CH:56][C:55]([CH2:58][CH2:59][CH2:60][C:61]([O:63][CH3:64])=[O:62])=[CH:54][CH:53]=3)[CH:49]=[CH:50][CH:51]=1)=[O:12])(=[O:21])=[O:20])=[CH:31][C:30]=2[CH3:32])(=[O:34])[NH2:35].